This data is from Full USPTO retrosynthesis dataset with 1.9M reactions from patents (1976-2016). The task is: Predict the reactants needed to synthesize the given product. (1) Given the product [CH:31]1([C:29]2[NH:28][N:27]=[C:26]([NH:25][C:2]3[CH:7]=[C:6]([CH3:8])[N:5]=[C:4]([N:9]4[CH2:13][CH2:12][CH2:11][CH:10]4[C:14]4[O:18][N:17]=[C:16]([C:19]5[CH:24]=[CH:23][CH:22]=[CH:21][N:20]=5)[CH:15]=4)[N:3]=3)[CH:30]=2)[CH2:33][CH2:32]1, predict the reactants needed to synthesize it. The reactants are: O[C:2]1[CH:7]=[C:6]([CH3:8])[N:5]=[C:4]([N:9]2[CH2:13][CH2:12][CH2:11][CH:10]2[C:14]2[O:18][N:17]=[C:16]([C:19]3[CH:24]=[CH:23][CH:22]=[CH:21][N:20]=3)[CH:15]=2)[N:3]=1.[NH2:25][C:26]1[CH:30]=[C:29]([CH:31]2[CH2:33][CH2:32]2)[NH:28][N:27]=1.Cl. (2) The reactants are: [CH2:1]([N:12]1[C:20](=[O:21])[C:19]2[C:14](=[CH:15][CH:16]=[CH:17][CH:18]=2)[C:13]1=[O:22])[CH2:2][CH2:3][CH2:4][CH2:5][CH2:6][CH2:7][CH2:8]CC=C.[Mn]([O-])(=O)(=O)=O.[K+].S(=O)(O)[O-].[Na+].[C:34]([OH:37])(=[O:36])[CH3:35]. Given the product [O:22]=[C:13]1[C:14]2[C:19](=[CH:18][CH:17]=[CH:16][CH:15]=2)[C:20](=[O:21])[N:12]1[CH2:1][CH2:2][CH2:3][CH2:4][CH2:5][CH2:6][CH2:7][CH2:8][CH2:35][C:34]([OH:37])=[O:36], predict the reactants needed to synthesize it. (3) Given the product [CH2:1]([C:3]1[C:4](=[O:15])[NH:5][C:6]([CH3:14])=[C:7]([N:9]2[CH:10]=[CH:11][CH:12]=[CH:13]2)[CH:8]=1)[CH3:2], predict the reactants needed to synthesize it. The reactants are: [CH2:1]([C:3]1[C:4]([O:15]C)=[N:5][C:6]([CH3:14])=[C:7]([N:9]2[CH:13]=[CH:12][CH:11]=[CH:10]2)[CH:8]=1)[CH3:2].[I-].[Na+].C(#N)C.Cl[Si](C)(C)C. (4) Given the product [Cl:1][C:2]1[CH:31]=[CH:30][C:5]([CH2:6][N:7]2[C:15]3[C:10](=[CH:11][C:12](/[CH:16]=[C:17]4/[C:18](=[O:29])[N:19]([CH:23]5[CH2:28][CH2:27][N:26]([CH2:37][CH2:38][OH:39])[CH2:25][CH2:24]5)[C:20](=[O:22])[S:21]/4)=[CH:13][CH:14]=3)[CH:9]=[N:8]2)=[C:4]([C:32]([F:35])([F:34])[F:33])[CH:3]=1, predict the reactants needed to synthesize it. The reactants are: [Cl:1][C:2]1[CH:31]=[CH:30][C:5]([CH2:6][N:7]2[C:15]3[C:10](=[CH:11][C:12](/[CH:16]=[C:17]4/[C:18](=[O:29])[N:19]([CH:23]5[CH2:28][CH2:27][NH:26][CH2:25][CH2:24]5)[C:20](=[O:22])[S:21]/4)=[CH:13][CH:14]=3)[CH:9]=[N:8]2)=[C:4]([C:32]([F:35])([F:34])[F:33])[CH:3]=1.Br[CH2:37][CH2:38][OH:39]. (5) The reactants are: [O:1]1[C:5]2[CH:6]=[CH:7][C:8]([C:10]3[N:11]=[C:12]4[CH:17]=[C:16](Br)[CH:15]=[CH:14][N:13]4[CH:19]=3)=[CH:9][C:4]=2[O:3][CH2:2]1.Cl.[F:21][CH:22]1[CH2:27][CH2:26][NH:25][CH2:24][CH2:23]1. Given the product [O:1]1[C:5]2[CH:6]=[CH:7][C:8]([C:10]3[N:11]=[C:12]4[CH:17]=[C:16]([N:25]5[CH2:26][CH2:27][CH:22]([F:21])[CH2:23][CH2:24]5)[CH:15]=[CH:14][N:13]4[CH:19]=3)=[CH:9][C:4]=2[O:3][CH2:2]1, predict the reactants needed to synthesize it. (6) Given the product [CH3:1][CH:2]1[CH2:6][CH2:5][CH2:4][N:3]1[CH2:8][CH2:9][C:10]1[N:11]=[N:12][C:13]2[C:18]([CH:19]=1)=[CH:17][CH:16]=[C:15]([C:20]1[CH:27]=[CH:26][C:23]([C:24]#[N:25])=[CH:22][CH:21]=1)[CH:14]=2, predict the reactants needed to synthesize it. The reactants are: [CH3:1][CH:2]1[CH2:6][CH2:5][CH2:4][NH:3]1.Cl[CH2:8][CH2:9][C:10]1[N:11]=[N:12][C:13]2[C:18]([CH:19]=1)=[CH:17][CH:16]=[C:15]([C:20]1[CH:27]=[CH:26][C:23]([C:24]#[N:25])=[CH:22][CH:21]=1)[CH:14]=2.